From a dataset of Peptide-MHC class I binding affinity with 185,985 pairs from IEDB/IMGT. Regression. Given a peptide amino acid sequence and an MHC pseudo amino acid sequence, predict their binding affinity value. This is MHC class I binding data. (1) The peptide sequence is TPRDLGACI. The MHC is HLA-A69:01 with pseudo-sequence HLA-A69:01. The binding affinity (normalized) is 0.0847. (2) The peptide sequence is LQIRGRERF. The MHC is HLA-A30:01 with pseudo-sequence HLA-A30:01. The binding affinity (normalized) is 0.0847. (3) The peptide sequence is HTWTEQYKF. The MHC is HLA-B57:01 with pseudo-sequence HLA-B57:01. The binding affinity (normalized) is 0.920. (4) The peptide sequence is DEILLDGGAS. The MHC is HLA-B44:02 with pseudo-sequence HLA-B44:02. The binding affinity (normalized) is 0.148. (5) The peptide sequence is STYAVRITW. The MHC is Mamu-A01 with pseudo-sequence Mamu-A01. The binding affinity (normalized) is 0.328.